This data is from Forward reaction prediction with 1.9M reactions from USPTO patents (1976-2016). The task is: Predict the product of the given reaction. (1) Given the reactants Br[C:2]1[CH:18]=[CH:17][C:5]([O:6][C:7]2[N:11]([CH3:12])[C:10]3[CH:13]=[CH:14][CH:15]=[CH:16][C:9]=3[N:8]=2)=[CH:4][CH:3]=1.CC(C)([O-])C.[Na+].CC1(C)C2C(=C(P(C3C=CC=CC=3)C3C=CC=CC=3)C=CC=2)OC2C(P(C3C=CC=CC=3)C3C=CC=CC=3)=CC=CC1=2.[C:67](=[NH:80])([C:74]1[CH:79]=[CH:78][CH:77]=[CH:76][CH:75]=1)[C:68]1[CH:73]=[CH:72][CH:71]=[CH:70][CH:69]=1, predict the reaction product. The product is: [C:74]1([C:67]([C:68]2[CH:69]=[CH:70][CH:71]=[CH:72][CH:73]=2)=[N:80][C:2]2[CH:18]=[CH:17][C:5]([O:6][C:7]3[N:11]([CH3:12])[C:10]4[CH:13]=[CH:14][CH:15]=[CH:16][C:9]=4[N:8]=3)=[CH:4][CH:3]=2)[CH:75]=[CH:76][CH:77]=[CH:78][CH:79]=1. (2) Given the reactants [Cl-].[CH2:2]([N+:6]1[CH:10]=[CH:9][N:8]([CH3:11])[CH:7]=1)[CH2:3][CH2:4][CH3:5].[C:12]([O-:21])(=[O:20])[CH2:13][CH2:14][CH2:15][CH2:16][CH2:17][CH2:18][CH3:19].[Na+], predict the reaction product. The product is: [C:12]([O-:21])(=[O:20])[CH2:13][CH2:14][CH2:15][CH2:16][CH2:17][CH2:18][CH3:19].[CH2:2]([N+:6]1[CH:10]=[CH:9][N:8]([CH3:11])[CH:7]=1)[CH2:3][CH2:4][CH3:5]. (3) Given the reactants [OH-].[Na+].C[O:4][C:5](=[O:27])[C:6]1[CH:11]=[CH:10][C:9]([S:12]([N:15]2[C:23]3[C:18](=[CH:19][CH:20]=[CH:21][CH:22]=3)[C:17]([CH:24]([CH3:26])[CH3:25])=[CH:16]2)(=[O:14])=[O:13])=[CH:8][CH:7]=1, predict the reaction product. The product is: [CH:24]([C:17]1[C:18]2[C:23](=[CH:22][CH:21]=[CH:20][CH:19]=2)[N:15]([S:12]([C:9]2[CH:8]=[CH:7][C:6]([C:5]([OH:27])=[O:4])=[CH:11][CH:10]=2)(=[O:13])=[O:14])[CH:16]=1)([CH3:26])[CH3:25]. (4) Given the reactants [F:1][C:2]1[CH:7]=[CH:6][C:5]([N:8]2[C:12]3[CH:13]=[C:14]4[C@:19]([C:21]([OH:23])=[O:22])([CH2:20][C:11]=3[CH:10]=[N:9]2)[CH2:18][N:17]([S:24]([C:27]2[CH:28]=[N:29][C:30]([N:33]3[CH2:38][CH2:37][O:36][CH2:35][CH2:34]3)=[CH:31][CH:32]=2)(=[O:26])=[O:25])[CH2:16][CH2:15]4)=[CH:4][CH:3]=1.Cl[CH2:40][C:41]1[CH:45]=[C:44]([CH3:46])[O:43][N:42]=1, predict the reaction product. The product is: [CH3:46][C:44]1[O:43][N:42]=[C:41]([CH2:40][O:22][C:21]([C@@:19]23[CH2:18][N:17]([S:24]([C:27]4[CH:28]=[N:29][C:30]([N:33]5[CH2:38][CH2:37][O:36][CH2:35][CH2:34]5)=[CH:31][CH:32]=4)(=[O:25])=[O:26])[CH2:16][CH2:15][C:14]2=[CH:13][C:12]2[N:8]([C:5]4[CH:6]=[CH:7][C:2]([F:1])=[CH:3][CH:4]=4)[N:9]=[CH:10][C:11]=2[CH2:20]3)=[O:23])[CH:45]=1. (5) Given the reactants [O:1]=[C:2]1[CH:7]2[CH2:8][CH:4]([CH2:5][CH:6]2[C:9]([OH:11])=[O:10])[O:3]1.[CH3:12]I, predict the reaction product. The product is: [CH3:12][O:10][C:9]([CH:6]1[CH2:5][CH:4]2[CH2:8][CH:7]1[C:2](=[O:1])[O:3]2)=[O:11]. (6) Given the reactants [CH2:1]([O:3][C:4](=[O:31])[CH:5]=[CH:6][C:7]1[C:16]([CH3:17])=[C:15]([O:18][C:19]2[CH:24]=[CH:23][C:22]([S:25]([CH2:28][CH3:29])(=[O:27])=[O:26])=[CH:21][CH:20]=2)[C:14]2[C:9](=[CH:10][CH:11]=[C:12]([F:30])[CH:13]=2)[CH:8]=1)[CH3:2], predict the reaction product. The product is: [CH2:1]([O:3][C:4](=[O:31])[CH2:5][CH2:6][C:7]1[C:16]([CH3:17])=[C:15]([O:18][C:19]2[CH:24]=[CH:23][C:22]([S:25]([CH2:28][CH3:29])(=[O:26])=[O:27])=[CH:21][CH:20]=2)[C:14]2[C:9](=[CH:10][CH:11]=[C:12]([F:30])[CH:13]=2)[CH:8]=1)[CH3:2]. (7) Given the reactants C[O:2][C:3]1[C:8]2[NH:9][C:10]([C:12]3[S:13][CH:14]=[CH:15][CH:16]=3)=[N:11][C:7]=2[C:6]([C:17]([NH:19][CH2:20][CH2:21][N:22]2[CH2:27][CH2:26][N:25](C(OC(C)(C)C)=O)[CH2:24][CH2:23]2)=[O:18])=[CH:5][CH:4]=1.B(Br)(Br)Br, predict the reaction product. The product is: [OH:2][C:3]1[C:8]2[NH:9][C:10]([C:12]3[S:13][CH:14]=[CH:15][CH:16]=3)=[N:11][C:7]=2[C:6]([C:17]([NH:19][CH2:20][CH2:21][N:22]2[CH2:23][CH2:24][NH:25][CH2:26][CH2:27]2)=[O:18])=[CH:5][CH:4]=1. (8) The product is: [F:37][C:38]1[CH:39]=[C:40]([NH:53][C:54]2[CH:55]=[N:56][CH:57]=[CH:58][C:59]=2[C:60]2[CH:61]=[C:62]3[C:67](=[CH:68][CH:69]=2)[CH:66]=[C:65]([OH:70])[CH:64]=[CH:63]3)[CH:41]=[CH:42][C:43]=1[O:44][CH2:45][CH2:46][N:47]1[CH2:48][CH2:49][CH2:50][CH2:51][CH2:52]1. Given the reactants COC1C=C2C(=CC=1)C=C(C1C=CN=CC=1N)C=C2.BrC1C=CC(OCCN2CCCCC2)=C(F)C=1.[F:37][C:38]1[CH:39]=[C:40]([NH:53][C:54]2[CH:55]=[N:56][CH:57]=[CH:58][C:59]=2[C:60]2[CH:69]=[CH:68][C:67]3[C:62](=[CH:63][CH:64]=[C:65]([O:70]C)[CH:66]=3)[CH:61]=2)[CH:41]=[CH:42][C:43]=1[O:44][CH2:45][CH2:46][N:47]1[CH2:52][CH2:51][CH2:50][CH2:49][CH2:48]1, predict the reaction product. (9) Given the reactants [F-].C([N+](CCCC)(CCCC)CCCC)CCC.O1CCCC1.C[Si]([C:28]#[C:29][C:30]1[CH:31]=[N:32][CH:33]=[C:34]([CH:37]=1)[C:35]#[N:36])(C)C, predict the reaction product. The product is: [C:29]([C:30]1[CH:31]=[N:32][CH:33]=[C:34]([CH:37]=1)[C:35]#[N:36])#[CH:28]. (10) Given the reactants [CH3:1][O:2][C:3]1[CH:4]=[C:5]2[C:10](=[CH:11][C:12]=1[O:13][CH3:14])[N:9]=[CH:8][CH:7]=[C:6]2[O:15][C:16]1[C:22]([CH3:23])=[CH:21][C:19]([NH2:20])=[C:18]([CH3:24])[CH:17]=1.Cl[C:26](Cl)([O:28][C:29](=[O:35])OC(Cl)(Cl)Cl)Cl.[CH2:37]([N:39]([CH2:44][CH3:45])[CH2:40][CH2:41]CO)[CH3:38].C(=O)(O)[O-].[Na+], predict the reaction product. The product is: [CH3:1][O:2][C:3]1[CH:4]=[C:5]2[C:10](=[CH:11][C:12]=1[O:13][CH3:14])[N:9]=[CH:8][CH:7]=[C:6]2[O:15][C:16]1[C:22]([CH3:23])=[CH:21][C:19]([NH:20][C:29](=[O:35])[O:28][CH2:26][CH2:38][CH2:37][N:39]([CH2:44][CH3:45])[CH2:40][CH3:41])=[C:18]([CH3:24])[CH:17]=1.